Dataset: NCI-60 drug combinations with 297,098 pairs across 59 cell lines. Task: Regression. Given two drug SMILES strings and cell line genomic features, predict the synergy score measuring deviation from expected non-interaction effect. (1) Drug 1: C1=NC2=C(N=C(N=C2N1C3C(C(C(O3)CO)O)F)Cl)N. Drug 2: C1CC(=O)NC(=O)C1N2C(=O)C3=CC=CC=C3C2=O. Cell line: UACC-257. Synergy scores: CSS=4.96, Synergy_ZIP=-0.857, Synergy_Bliss=-0.176, Synergy_Loewe=-4.53, Synergy_HSA=-1.38. (2) Synergy scores: CSS=16.1, Synergy_ZIP=0.226, Synergy_Bliss=1.15, Synergy_Loewe=-25.2, Synergy_HSA=0.0891. Drug 1: C1CC(=O)NC(=O)C1N2CC3=C(C2=O)C=CC=C3N. Cell line: SK-MEL-5. Drug 2: C1=CC(=C2C(=C1NCCNCCO)C(=O)C3=C(C=CC(=C3C2=O)O)O)NCCNCCO. (3) Drug 2: C(CC(=O)O)C(=O)CN.Cl. Synergy scores: CSS=-1.99, Synergy_ZIP=2.27, Synergy_Bliss=3.18, Synergy_Loewe=-6.71, Synergy_HSA=-3.82. Drug 1: C1=NC2=C(N=C(N=C2N1C3C(C(C(O3)CO)O)F)Cl)N. Cell line: T-47D. (4) Drug 1: CC1=C2C(C(=O)C3(C(CC4C(C3C(C(C2(C)C)(CC1OC(=O)C(C(C5=CC=CC=C5)NC(=O)C6=CC=CC=C6)O)O)OC(=O)C7=CC=CC=C7)(CO4)OC(=O)C)O)C)OC(=O)C. Drug 2: CC1=C(C(=CC=C1)Cl)NC(=O)C2=CN=C(S2)NC3=CC(=NC(=N3)C)N4CCN(CC4)CCO. Cell line: HCT116. Synergy scores: CSS=50.1, Synergy_ZIP=6.95, Synergy_Bliss=5.59, Synergy_Loewe=-31.2, Synergy_HSA=3.57. (5) Drug 1: C1=NC(=NC(=O)N1C2C(C(C(O2)CO)O)O)N. Drug 2: C1C(C(OC1N2C=NC3=C2NC=NCC3O)CO)O. Cell line: RXF 393. Synergy scores: CSS=-0.722, Synergy_ZIP=1.30, Synergy_Bliss=1.75, Synergy_Loewe=-2.39, Synergy_HSA=-1.75. (6) Drug 1: CC1=C(C=C(C=C1)NC2=NC=CC(=N2)N(C)C3=CC4=NN(C(=C4C=C3)C)C)S(=O)(=O)N.Cl. Drug 2: CC1OCC2C(O1)C(C(C(O2)OC3C4COC(=O)C4C(C5=CC6=C(C=C35)OCO6)C7=CC(=C(C(=C7)OC)O)OC)O)O. Cell line: SK-MEL-5. Synergy scores: CSS=25.0, Synergy_ZIP=-4.07, Synergy_Bliss=6.93, Synergy_Loewe=-4.66, Synergy_HSA=4.43.